Predict the reactants needed to synthesize the given product. From a dataset of Full USPTO retrosynthesis dataset with 1.9M reactions from patents (1976-2016). Given the product [CH3:21][P:19]([CH2:22][C:23]1[CH:24]=[C:25]([N:29]2[C:33]([NH:42][C:45](=[O:8])[NH:47][C:48]3[C:57]4[C:52](=[CH:53][CH:54]=[CH:55][CH:56]=4)[C:51]([O:58][C:59]4[CH:64]=[CH:63][N:62]=[C:61]([NH:65][C:66]5[CH:67]=[C:68]([CH:80]=[C:81]([O:83][CH3:84])[CH:82]=5)[C:69]([NH:71][CH2:72][CH2:73][N:74]5[CH2:79][CH2:78][O:77][CH2:76][CH2:75]5)=[O:70])[CH:60]=4)=[CH:50][CH:49]=3)=[CH:32][C:31]([CH:37]([CH3:38])[CH3:39])=[N:30]2)[CH:26]=[CH:27][CH:28]=1)([CH3:18])=[O:20], predict the reactants needed to synthesize it. The reactants are: C1C=CC(P(N=[N+]=[N-])(C2C=CC=CC=2)=[O:8])=CC=1.[CH3:18][P:19]([CH2:22][C:23]1[CH:24]=[C:25]([N:29]2[C:33](C(O)=O)=[CH:32][C:31]([CH:37]([CH3:39])[CH3:38])=[N:30]2)[CH:26]=[CH:27][CH:28]=1)([CH3:21])=[O:20].CC[N:42]([CH2:45]C)CC.[NH2:47][C:48]1[C:57]2[C:52](=[CH:53][CH:54]=[CH:55][CH:56]=2)[C:51]([O:58][C:59]2[CH:64]=[CH:63][N:62]=[C:61]([NH:65][C:66]3[CH:67]=[C:68]([CH:80]=[C:81]([O:83][CH3:84])[CH:82]=3)[C:69]([NH:71][CH2:72][CH2:73][N:74]3[CH2:79][CH2:78][O:77][CH2:76][CH2:75]3)=[O:70])[CH:60]=2)=[CH:50][CH:49]=1.